This data is from Forward reaction prediction with 1.9M reactions from USPTO patents (1976-2016). The task is: Predict the product of the given reaction. (1) The product is: [C:4]([O:45][C:42]1[CH:17]=[CH:18][C:9]([C@H:24]([C:12]2[C:13]([CH:21]([CH3:23])[CH3:22])=[N:14][C:15]3[CH2:16][C:17]([CH3:20])([CH3:19])[CH2:18][C@H:9]([O:8][Si:1]([C:4]([CH3:7])([CH3:6])[CH3:5])([CH3:3])[CH3:2])[C:10]=3[C:11]=2[C:30]2[CH2:29][CH2:28][O:27][CH2:32][CH:31]=2)[OH:25])=[CH:10][CH:15]=1)([CH3:7])([CH3:6])[CH3:5]. Given the reactants [Si:1]([O:8][C@H:9]1[CH2:18][C:17]([CH3:20])([CH3:19])[CH2:16][C:15]2[N:14]=[C:13]([CH:21]([CH3:23])[CH3:22])[C:12]([CH2:24][OH:25])=[C:11](I)[C:10]1=2)([C:4]([CH3:7])([CH3:6])[CH3:5])([CH3:3])[CH3:2].[O:27]1[CH2:32][CH:31]=[C:30](B2OC(C)(C)C(C)(C)O2)[CH2:29][CH2:28]1.[C:42](=[O:45])([O-])[O-].[Cs+].[Cs+].[F-].[Cs+], predict the reaction product. (2) Given the reactants [F:1][C:2]1([F:13])[O:6][C:5]2[CH:7]=[C:8]([NH2:12])[C:9]([NH2:11])=[CH:10][C:4]=2[O:3]1.[Cl:14][C:15]1[CH:20]=[CH:19][C:18]([C:21](=O)[C:22](O)=[O:23])=[CH:17][CH:16]=1.CN(C)C=O.O, predict the reaction product. The product is: [Cl:14][C:15]1[CH:20]=[CH:19][C:18]([C:21]2[C:22](=[O:23])[NH:11][C:9]3[CH:10]=[C:4]4[O:3][C:2]([F:1])([F:13])[O:6][C:5]4=[CH:7][C:8]=3[N:12]=2)=[CH:17][CH:16]=1. (3) Given the reactants [Cl:1][C:2]1[CH:3]=[C:4]([C:9]([O:11][CH2:12][CH3:13])=[O:10])[CH:5]=[N:6][C:7]=1Cl.[I-].[Na+].[I:16][Si](C)(C)C.ClC1C=C(C(OCC)=O)C=NC=1, predict the reaction product. The product is: [Cl:1][C:2]1[CH:3]=[C:4]([C:9]([O:11][CH2:12][CH3:13])=[O:10])[CH:5]=[N:6][C:7]=1[I:16]. (4) Given the reactants CC1(C)[O:6][C@@H:5]([CH2:7][N:8]2[CH:13]=[C:12]([C:14]([OH:16])=O)[C:11](=[O:17])[N:10]([C:18]3[CH:23]=[CH:22][C:21]([F:24])=[CH:20][CH:19]=3)[C:9]2=[O:25])[CH2:4][O:3]1.C(N(CC)C(C)C)(C)C.[CH3:36][O:37][C:38]1[CH:39]=[C:40]2[C:45](=[CH:46][C:47]=1[O:48][CH3:49])[N:44]=[CH:43][CH:42]=[C:41]2[O:50][C:51]1[CH:56]=[CH:55][C:54]([NH2:57])=[CH:53][C:52]=1[F:58].O1CCOCC1, predict the reaction product. The product is: [CH3:36][O:37][C:38]1[CH:39]=[C:40]2[C:45](=[CH:46][C:47]=1[O:48][CH3:49])[N:44]=[CH:43][CH:42]=[C:41]2[O:50][C:51]1[CH:56]=[CH:55][C:54]([NH:57][C:14]([C:12]2[C:11](=[O:17])[N:10]([C:18]3[CH:23]=[CH:22][C:21]([F:24])=[CH:20][CH:19]=3)[C:9](=[O:25])[N:8]([CH2:7][C@H:5]([OH:6])[CH2:4][OH:3])[CH:13]=2)=[O:16])=[CH:53][C:52]=1[F:58]. (5) Given the reactants [CH2:1]([N:8]([CH2:18][C:19]1[CH:24]=[CH:23][CH:22]=[CH:21][CH:20]=1)[CH:9]1[CH2:14][CH2:13][CH:12]([C:15](=[O:17])[CH3:16])[CH2:11][CH2:10]1)[C:2]1[CH:7]=[CH:6][CH:5]=[CH:4][CH:3]=1.[CH:25]1([Mg]Br)[CH2:27][CH2:26]1, predict the reaction product. The product is: [CH:25]1([C:15]([CH:12]2[CH2:13][CH2:14][CH:9]([N:8]([CH2:1][C:2]3[CH:7]=[CH:6][CH:5]=[CH:4][CH:3]=3)[CH2:18][C:19]3[CH:24]=[CH:23][CH:22]=[CH:21][CH:20]=3)[CH2:10][CH2:11]2)([OH:17])[CH3:16])[CH2:27][CH2:26]1. (6) Given the reactants [F:1][C:2]1[CH:7]=[CH:6][C:5]([C:8]2[CH:16]=[CH:15][CH:14]=[C:13]3[C:9]=2[CH2:10][C:11](=[O:17])[NH:12]3)=[CH:4][CH:3]=1.[CH3:18][C@H:19]1[NH:24][C@@H:23]([CH3:25])[CH2:22][N:21]([C:26]([C:28]2[C:29]([CH3:35])=[C:30]([CH:33]=O)[NH:31][CH:32]=2)=[O:27])[CH2:20]1, predict the reaction product. The product is: [CH3:25][C@H:23]1[NH:24][C@@H:19]([CH3:18])[CH2:20][N:21]([C:26]([C:28]2[C:29]([CH3:35])=[C:30]([CH:33]=[C:10]3[C:9]4[C:13](=[CH:14][CH:15]=[CH:16][C:8]=4[C:5]4[CH:4]=[CH:3][C:2]([F:1])=[CH:7][CH:6]=4)[NH:12][C:11]3=[O:17])[NH:31][CH:32]=2)=[O:27])[CH2:22]1. (7) Given the reactants [C:1]([C@@H:4]([NH:13][C:14](=[O:23])[O:15][CH2:16][C:17]1[CH:22]=[CH:21][N:20]=[CH:19][CH:18]=1)[CH2:5][C:6]1[CH:11]=[CH:10][C:9]([OH:12])=[CH:8][CH:7]=1)([OH:3])=O.[CH3:24][NH:25][CH2:26][CH2:27][C:28]1[CH:33]=[CH:32][CH:31]=[CH:30][CH:29]=1.C1CN([P+](Br)(N2CCCC2)N2CCCC2)CC1.F[P-](F)(F)(F)(F)F.CCN(C(C)C)C(C)C, predict the reaction product. The product is: [N:20]1[CH:21]=[CH:22][C:17]([CH2:16][O:15][C:14](=[O:23])[NH:13][C@@H:4]([CH2:5][C:6]2[CH:11]=[CH:10][C:9]([OH:12])=[CH:8][CH:7]=2)[C:1]([N:25]([CH3:24])[CH2:26][CH2:27][C:28]2[CH:33]=[CH:32][CH:31]=[CH:30][CH:29]=2)=[O:3])=[CH:18][CH:19]=1. (8) Given the reactants C([O-])(=O)C1C=CC=CC=1.[C:10]([O:18][CH2:19][CH2:20]CCCCCCCCCCCCCC(C)C)(=[O:17])[C:11]1[CH:16]=[CH:15][CH:14]=[CH:13][CH:12]=1, predict the reaction product. The product is: [C:10]([O:18][CH2:19][CH3:20])(=[O:17])[C:11]1[CH:16]=[CH:15][CH:14]=[CH:13][CH:12]=1. (9) Given the reactants [F:1][C:2]1([F:19])[CH2:7][CH2:6][CH:5]([CH2:8][C:9]2[CH:10]=[C:11]([CH:16]=[CH:17][N:18]=2)[C:12]([O:14][CH3:15])=[O:13])[CH2:4][CH2:3]1.[ClH:20], predict the reaction product. The product is: [ClH:20].[F:19][C:2]1([F:1])[CH2:3][CH2:4][CH:5]([CH2:8][C:9]2[CH:10]=[C:11]([CH:16]=[CH:17][N:18]=2)[C:12]([O:14][CH3:15])=[O:13])[CH2:6][CH2:7]1. (10) Given the reactants [CH2:1]([O:8][C:9]([NH:11][C@@H:12]([CH2:16][C:17]1[CH:22]=[CH:21][C:20]([C:23]2[N:28]=[CH:27][C:26]([Br:29])=[CH:25][N:24]=2)=[CH:19][CH:18]=1)[C:13]([OH:15])=O)=[O:10])[C:2]1[CH:7]=[CH:6][CH:5]=[CH:4][CH:3]=1.Cl.[NH2:31][C@H:32]([CH3:40])[C:33]([O:35][C:36]([CH3:39])([CH3:38])[CH3:37])=[O:34].CCN(C(C)C)C(C)C.CN(C(ON1N=NC2C=CC=NC1=2)=[N+](C)C)C.F[P-](F)(F)(F)(F)F, predict the reaction product. The product is: [CH2:1]([O:8][C:9]([NH:11][C@@H:12]([CH2:16][C:17]1[CH:18]=[CH:19][C:20]([C:23]2[N:28]=[CH:27][C:26]([Br:29])=[CH:25][N:24]=2)=[CH:21][CH:22]=1)[C:13]([NH:31][C@@H:32]([C:33]([O:35][C:36]([CH3:39])([CH3:38])[CH3:37])=[O:34])[CH3:40])=[O:15])=[O:10])[C:2]1[CH:7]=[CH:6][CH:5]=[CH:4][CH:3]=1.